Predict the reaction yield, written as a fraction of the theoretical maximum amount of product (1.0 means a 100% yield; for example, 0.34 means a 34% yield). From a dataset of Reaction yield outcomes from USPTO patents with 853,638 reactions. (1) The reactants are C[O:2][C:3](=[O:34])[C:4]1[CH:9]=[CH:8][CH:7]=[C:6]([NH:10][C:11]([C:13]2[S:17][C:16]([NH:18][C:19]([N:21]([CH:28]3[CH2:33][CH2:32][CH2:31][CH2:30][CH2:29]3)[CH:22]3[CH2:27][CH2:26][CH2:25][CH2:24][CH2:23]3)=[O:20])=[N:15][CH:14]=2)=[O:12])[CH:5]=1.C1(N(C2CCCCC2)C(=O)NC2SC=C(C(O)=O)N=2)CCCCC1. No catalyst specified. The product is [CH:28]1([N:21]([CH:22]2[CH2:27][CH2:26][CH2:25][CH2:24][CH2:23]2)[C:19](=[O:20])[NH:18][C:16]2[S:17][C:13]([C:11]([NH:10][C:6]3[CH:5]=[C:4]([CH:9]=[CH:8][CH:7]=3)[C:3]([OH:34])=[O:2])=[O:12])=[CH:14][N:15]=2)[CH2:33][CH2:32][CH2:31][CH2:30][CH2:29]1. The yield is 0.400. (2) The reactants are [CH3:1][O:2][C:3]1[N:8]=[CH:7][C:6]([N:9]2[C:13]([C:14]3[CH:19]=[CH:18][CH:17]=[CH:16][N:15]=3)=[CH:12][C:11]([C:20]([OH:22])=O)=[N:10]2)=[CH:5][CH:4]=1.S(C1C=CC(C)=CC=1)(O)(=O)=O.[F:34][C@H:35]1[CH2:37][C@H:36]1[NH2:38]. No catalyst specified. The product is [F:34][C@H:35]1[CH2:37][C@H:36]1[NH:38][C:20]([C:11]1[CH:12]=[C:13]([C:14]2[CH:19]=[CH:18][CH:17]=[CH:16][N:15]=2)[N:9]([C:6]2[CH:7]=[N:8][C:3]([O:2][CH3:1])=[CH:4][CH:5]=2)[N:10]=1)=[O:22]. The yield is 0.270. (3) The reactants are [CH3:1][C:2]1[CH:3]=[C:4]([C:19]2[S:23][C:22]([C:24]3([C:27](O)=[O:28])[CH2:26][CH2:25]3)=[N:21][CH:20]=2)[CH:5]=[C:6]([NH:8][C:9]2[N:14]=[C:13]([C:15]([F:18])([F:17])[F:16])[CH:12]=[CH:11][N:10]=2)[CH:7]=1.[CH:30]([NH:32][NH2:33])=[O:31].C1C=CC2N(O)N=NC=2C=1.C(Cl)CCl.CCN(C(C)C)C(C)C. The catalyst is O.CN(C=O)C. The product is [CH:30]([NH:32][NH:33][C:27]([C:24]1([C:22]2[S:23][C:19]([C:4]3[CH:5]=[C:6]([NH:8][C:9]4[N:14]=[C:13]([C:15]([F:16])([F:18])[F:17])[CH:12]=[CH:11][N:10]=4)[CH:7]=[C:2]([CH3:1])[CH:3]=3)=[CH:20][N:21]=2)[CH2:25][CH2:26]1)=[O:28])=[O:31]. The yield is 0.920.